From a dataset of Full USPTO retrosynthesis dataset with 1.9M reactions from patents (1976-2016). Predict the reactants needed to synthesize the given product. Given the product [F:30][C:31]([F:42])([F:43])[O:32][C:33]1[CH:34]=[CH:35][C:36]([C:37]2[O:1][N:2]=[C:3]([C:5]3[CH:13]=[CH:12][C:11]4[NH:10][C:9]5[CH:14]([CH2:17][C:18]([O:20][CH2:21][CH3:22])=[O:19])[CH2:15][CH2:16][C:8]=5[C:7]=4[CH:6]=3)[N:4]=2)=[CH:40][CH:41]=1, predict the reactants needed to synthesize it. The reactants are: [OH:1][NH:2][C:3]([C:5]1[CH:13]=[CH:12][C:11]2[NH:10][C:9]3[CH:14]([CH2:17][C:18]([O:20][CH2:21][CH3:22])=[O:19])[CH2:15][CH2:16][C:8]=3[C:7]=2[CH:6]=1)=[NH:4].C(N(CC)CC)C.[F:30][C:31]([F:43])([F:42])[O:32][C:33]1[CH:41]=[CH:40][C:36]([C:37](Cl)=O)=[CH:35][CH:34]=1.